From a dataset of Full USPTO retrosynthesis dataset with 1.9M reactions from patents (1976-2016). Predict the reactants needed to synthesize the given product. Given the product [Cl:12][C:9]1[CH:10]=[N:11][C:2]([N:22]2[CH2:23][CH:20]([O:19][C:18]3[CH:17]=[CH:16][C:15]([C:14]([F:13])([F:27])[F:26])=[CH:25][CH:24]=3)[CH2:21]2)=[C:3]([CH:8]=1)[C:4]([O:6][CH3:7])=[O:5], predict the reactants needed to synthesize it. The reactants are: Cl[C:2]1[N:11]=[CH:10][C:9]([Cl:12])=[CH:8][C:3]=1[C:4]([O:6][CH3:7])=[O:5].[F:13][C:14]([F:27])([F:26])[C:15]1[CH:25]=[CH:24][C:18]([O:19][CH:20]2[CH2:23][NH:22][CH2:21]2)=[CH:17][CH:16]=1.